Dataset: Acute oral toxicity (LD50) regression data from Zhu et al.. Task: Regression/Classification. Given a drug SMILES string, predict its toxicity properties. Task type varies by dataset: regression for continuous values (e.g., LD50, hERG inhibition percentage) or binary classification for toxic/non-toxic outcomes (e.g., AMES mutagenicity, cardiotoxicity, hepatotoxicity). Dataset: ld50_zhu. (1) The drug is CSC#N. The rat oral LD50 is 3.09, given as -log10 of the dose in mol/kg body weight (higher means more acutely toxic). (2) The rat oral LD50 is 2.17, given as -log10 of the dose in mol/kg body weight (higher means more acutely toxic). The molecule is CN(C)C(=S)SCN1CCOCC1. (3) The drug is COc1ccc(OC)c(NC(=O)CNC(=O)Cc2ccc(C(=O)c3ccc(C)cc3)n2C)c1. The rat oral LD50 is 2.48, given as -log10 of the dose in mol/kg body weight (higher means more acutely toxic). (4) The compound is CC1(C)C(=O)N(Br)C(=O)N1Cl. The rat oral LD50 is 2.60, given as -log10 of the dose in mol/kg body weight (higher means more acutely toxic). (5) The compound is O=C(O)CCc1nc2ccccc2[nH]1. The rat oral LD50 is 2.05, given as -log10 of the dose in mol/kg body weight (higher means more acutely toxic). (6) The compound is CC(C)=CC1C(C(=O)OC2CC(=O)C(C3C=CCC3)=C2C)C1(C)C. The rat oral LD50 is 2.37, given as -log10 of the dose in mol/kg body weight (higher means more acutely toxic).